This data is from Catalyst prediction with 721,799 reactions and 888 catalyst types from USPTO. The task is: Predict which catalyst facilitates the given reaction. (1) Reactant: [OH:1][CH2:2][CH2:3][C@H:4]1[CH2:8][O:7][C:6]([CH3:10])([CH3:9])[N:5]1[C:11]([O:13][C:14]([CH3:17])([CH3:16])[CH3:15])=[O:12].[H-].[Na+].Cl[C:21]1[CH:26]=[CH:25][C:24]([C:27]([F:30])([F:29])[F:28])=[CH:23][N:22]=1. Product: [C:14]([O:13][C:11]([N:5]1[C@@H:4]([CH2:3][CH2:2][O:1][C:21]2[CH:26]=[CH:25][C:24]([C:27]([F:30])([F:29])[F:28])=[CH:23][N:22]=2)[CH2:8][O:7][C:6]1([CH3:10])[CH3:9])=[O:12])([CH3:17])([CH3:16])[CH3:15]. The catalyst class is: 56. (2) Reactant: [CH2:1]([O:5][CH:6]([C:9]1[C:10]([F:36])=[C:11]([C:15]2[N:16]=[C:17]([C:20]([C:22]3[CH:27]=[C:26]([F:28])[C:25]([CH:29]=[C:30]([CH3:34])[C:31]([OH:33])=[O:32])=[C:24]([F:35])[CH:23]=3)=[O:21])[S:18][CH:19]=2)[CH:12]=[CH:13][CH:14]=1)[CH2:7][CH3:8])[CH2:2][CH2:3][CH3:4].[OH-].[Na+:38]. Product: [Na+:38].[Na+:38].[CH2:1]([O:5][CH:6]([C:9]1[C:10]([F:36])=[C:11]([C:15]2[N:16]=[C:17]([C:20]([C:22]3[CH:23]=[C:24]([F:35])[C:25]([CH:29]=[C:30]([CH3:34])[C:31]([O-:33])=[O:32])=[C:26]([F:28])[CH:27]=3)=[O:21])[S:18][CH:19]=2)[CH:12]=[CH:13][CH:14]=1)[CH2:7][CH3:8])[CH2:2][CH2:3][CH3:4].[CH2:1]([O:5][CH:6]([C:9]1[C:10]([F:36])=[C:11]([C:15]2[N:16]=[C:17]([C:20]([C:22]3[CH:23]=[C:24]([F:35])[C:25]([CH:29]=[C:30]([CH3:34])[C:31]([O-:33])=[O:32])=[C:26]([F:28])[CH:27]=3)=[O:21])[S:18][CH:19]=2)[CH:12]=[CH:13][CH:14]=1)[CH2:7][CH3:8])[CH2:2][CH2:3][CH3:4]. The catalyst class is: 5.